This data is from Forward reaction prediction with 1.9M reactions from USPTO patents (1976-2016). The task is: Predict the product of the given reaction. (1) Given the reactants [Br:1][C:2]1[CH:3]=[C:4]2[C:9](=[CH:10][CH:11]=1)[C:8]([CH3:13])([CH3:12])[NH:7][C:6](=[O:14])[CH2:5]2.[CH3:15]OC(N(C)C)OC.[CH3:23][N:24]1[CH2:29][CH2:28][N:27]([C:30]2[CH:35]=[CH:34][C:33]([NH2:36])=[CH:32][CH:31]=2)[CH2:26][CH2:25]1, predict the reaction product. The product is: [Br:1][C:2]1[CH:3]=[C:4]2[C:9](=[CH:10][CH:11]=1)[C:8]([CH3:12])([CH3:13])[NH:7][C:6](=[O:14])[C:5]2=[CH:15][NH:36][C:33]1[CH:34]=[CH:35][C:30]([N:27]2[CH2:26][CH2:25][N:24]([CH3:23])[CH2:29][CH2:28]2)=[CH:31][CH:32]=1. (2) Given the reactants [C:1]([O:4][C:5]1[CH2:19][CH2:18][CH2:17][CH2:16][CH2:15][CH2:14][CH2:13][CH2:12][CH2:11][CH2:10][CH2:9][CH2:8][CH:7]([CH3:20])[CH:6]=1)(=[O:3])[CH3:2].CC1CCCCCCCCCCCCC(=O)C1, predict the reaction product. The product is: [C:1]([O:4][C:5]1[CH2:19][CH2:18][CH2:17][CH2:16][CH2:15][CH2:14][CH2:13][CH2:12][CH2:11][CH2:10][CH2:9][CH2:8][C@H:7]([CH3:20])[CH:6]=1)(=[O:3])[CH3:2]. (3) Given the reactants [C:1]1([CH:7]=[CH:8][C:9]2[CH:14]=[CH:13][CH:12]=[CH:11][CH:10]=2)[CH:6]=[CH:5][CH:4]=[CH:3][CH:2]=1.C1(/C=C/C2C=CC=CC=2)C=CC=CC=1.C([NH2:37])(=O)CCCC(O)=O.[Br-].C([P+](C1C=CC=CC=1)(C1C=CC=CC=1)C1C=CC=CC=1)C1C=CC=CC=1.C([Li])CCC.[N+](C1C=CC(C=O)=CC=1)([O-])=O.[N+](C1C=CC(/C=C/C2C=CC=CC=2)=CC=1)([O-])=O.Cl[Sn]Cl.O, predict the reaction product. The product is: [NH2:37][C:4]1[CH:5]=[CH:6][C:1](/[CH:7]=[CH:8]/[C:9]2[CH:10]=[CH:11][CH:12]=[CH:13][CH:14]=2)=[CH:2][CH:3]=1. (4) Given the reactants [Cl:1][C:2]1[CH:7]=[CH:6][C:5]([C@H:8]2[CH2:13][CH2:12][C@H:11]([CH:14]=O)[CH2:10][CH2:9]2)=[CH:4][CH:3]=1.C(O)(=O)C.[C:20]1(=[O:31])[C:25]2[CH:26]=[CH:27][CH:28]=[CH:29][C:24]=2[C:23](=[O:30])[CH2:22][O:21]1.N1CCOCC1, predict the reaction product. The product is: [Cl:1][C:2]1[CH:3]=[CH:4][C:5]([C@H:8]2[CH2:9][CH2:10][C@H:11](/[CH:14]=[C:22]3\[O:21][C:20](=[O:31])[C:25]4[CH:26]=[CH:27][CH:28]=[CH:29][C:24]=4[C:23]\3=[O:30])[CH2:12][CH2:13]2)=[CH:6][CH:7]=1. (5) The product is: [C:1]([O:4][C@@H:14]([CH2:18][CH3:19])[C:15]([OH:17])=[O:16])(=[O:3])[CH3:2]. Given the reactants [C:1]([O-:4])(=[O:3])[CH3:2].[Na+].N(OC(C)(C)C)=O.N[C@@H:14]([CH2:18][CH3:19])[C:15]([OH:17])=[O:16], predict the reaction product.